This data is from Catalyst prediction with 721,799 reactions and 888 catalyst types from USPTO. The task is: Predict which catalyst facilitates the given reaction. Reactant: [CH3:1][O:2][C:3]([C:5]1[CH:17]=[CH:16][C:8]([O:9][CH:10]([CH3:15])[CH2:11][C:12]([OH:14])=O)=[CH:7][CH:6]=1)=[O:4].FC(F)(F)S(O)(=O)=O. Product: [CH3:15][CH:10]1[CH2:11][C:12](=[O:14])[C:7]2[C:8](=[CH:16][CH:17]=[C:5]([C:3]([O:2][CH3:1])=[O:4])[CH:6]=2)[O:9]1. The catalyst class is: 6.